This data is from Forward reaction prediction with 1.9M reactions from USPTO patents (1976-2016). The task is: Predict the product of the given reaction. (1) The product is: [N:4]([C:5]1[CH:6]=[CH:7][C:8]([OH:14])=[C:9]([CH:13]=1)[C:10]([OH:12])=[O:11])=[C:1]=[S:3]. Given the reactants [C:1](=[S:3])=S.[NH2:4][C:5]1[CH:6]=[CH:7][C:8]([OH:14])=[C:9]([CH:13]=1)[C:10]([OH:12])=[O:11].C(N(CC)CC)C.II.Cl.S([O-])([O-])=O.[Na+].[Na+], predict the reaction product. (2) The product is: [CH3:30][N:29]1[C:25]([C:23]2[NH:15][C:16]3[C:21]([N:22]=2)=[C:20]([NH2:37])[N:19]=[CH:18][N:17]=3)=[C:26]([C:31]2[CH:36]=[CH:35][CH:34]=[CH:33][CH:32]=2)[N:27]=[CH:28]1. Given the reactants O=P12OP3(OP(OP(O3)(O1)=O)(=O)O2)=O.[NH2:15][C:16]1[C:21]([NH:22][C:23]([C:25]2[N:29]([CH3:30])[CH:28]=[N:27][C:26]=2[C:31]2[CH:36]=[CH:35][CH:34]=[CH:33][CH:32]=2)=O)=[C:20]([NH2:37])[N:19]=[CH:18][N:17]=1.P(=O)(O)(O)O.N, predict the reaction product. (3) The product is: [O:38]1[CH:42]=[CH:41][C:40]([C:2]2[C:3]3[C@@H:4]4[CH2:22][CH2:21][NH:20][CH2:19][CH2:18][C@@H:5]4[NH:6][C:7]=3[CH:8]=[CH:9][CH:10]=2)=[CH:39]1. Given the reactants Br[C:2]1[C:3]2[CH:4]3[CH2:22][CH2:21][N:20](C(OC(C)(C)C)=O)[CH2:19][CH2:18][CH:5]3[N:6](C(OC(C)(C)C)=O)[C:7]=2[CH:8]=[CH:9][CH:10]=1.P([O-])([O-])([O-])=O.[K+].[K+].[K+].[O:38]1[CH:42]=[CH:41][C:40](B(O)O)=[CH:39]1.N#N, predict the reaction product. (4) The product is: [Cl:17][C:16]1[C:11]([CH2:10][CH2:9][C:8]2[CH:36]=[CH:37][CH:38]=[CH:39][C:7]=2[C:4]2([C:1]([NH2:2])=[O:3])[CH2:5][CH2:6]2)=[N:12][C:13]([NH:18][C:19]2[CH:20]=[N:21][N:22]([CH:24]3[CH2:28][CH2:27][NH:26][CH2:25]3)[CH:23]=2)=[N:14][CH:15]=1. Given the reactants [C:1]([C:4]1([C:7]2[CH:39]=[CH:38][CH:37]=[CH:36][C:8]=2[CH2:9][CH2:10][C:11]2[C:16]([Cl:17])=[CH:15][N:14]=[C:13]([NH:18][C:19]3[CH:20]=[N:21][N:22]([CH:24]4[CH2:28][CH2:27][N:26](C(OC(C)(C)C)=O)[CH2:25]4)[CH:23]=3)[N:12]=2)[CH2:6][CH2:5]1)(=[O:3])[NH2:2].Cl, predict the reaction product. (5) Given the reactants [NH2:1][C:2]1[CH:3]=[C:4]([CH:7]=[CH:8][C:9]=1[F:10])[C:5]#[N:6].[N-:11]=[N+:12]=[N-:13].[Na+].[ClH:15].C(N(CC)CC)C.O, predict the reaction product. The product is: [ClH:15].[F:10][C:9]1[CH:8]=[CH:7][C:4]([C:5]2[NH:13][N:12]=[N:11][N:6]=2)=[CH:3][C:2]=1[NH2:1]. (6) Given the reactants [N+:1]([C:4]1[CH:9]=[CH:8][CH:7]=[CH:6][C:5]=1[NH:10][C:11]1[CH:20]=[CH:19][C:14]2[O:15][CH2:16][CH2:17][O:18][C:13]=2[CH:12]=1)([O-])=O.C(O)(=O)C.O, predict the reaction product. The product is: [O:15]1[CH2:16][CH2:17][O:18][C:13]2[CH:12]=[C:11]([NH:10][C:5]3[C:4]([NH2:1])=[CH:9][CH:8]=[CH:7][CH:6]=3)[CH:20]=[CH:19][C:14]1=2. (7) Given the reactants COC1C=C(OC)C=CC=1C[NH:6][S:7]([CH:10]([C:12]1[CH:17]=[CH:16][CH:15]=[CH:14][CH:13]=1)[CH3:11])(=[O:9])=[O:8].C([Li])CCC.[CH3:29][C:30]([CH3:32])=[O:31].FC(F)(F)C(O)=O, predict the reaction product. The product is: [OH:31][C:30]([CH3:32])([CH3:29])[C:10]([C:12]1[CH:13]=[CH:14][CH:15]=[CH:16][CH:17]=1)([S:7]([NH2:6])(=[O:8])=[O:9])[CH3:11].